The task is: Predict the product of the given reaction.. This data is from Forward reaction prediction with 1.9M reactions from USPTO patents (1976-2016). (1) Given the reactants [CH3:1][C:2]1([CH3:19])[C:10]2[C:5](=[CH:6][C:7]([N+:15]([O-:17])=[O:16])=[C:8]([NH:11]C(=O)C)[CH:9]=2)[NH:4][C:3]1=[O:18].Cl[CH2:21][C:22]1[O:23][CH:24]=[CH:25][N:26]=1.C([O-])([O-])=O.[K+].[K+].C1CCN2C(=NCCC2)CC1, predict the reaction product. The product is: [NH2:11][C:8]1[CH:9]=[C:10]2[C:5](=[CH:6][C:7]=1[N+:15]([O-:17])=[O:16])[N:4]([CH2:21][C:22]1[O:23][CH:24]=[CH:25][N:26]=1)[C:3](=[O:18])[C:2]2([CH3:1])[CH3:19]. (2) Given the reactants [OH:1][C:2]1[CH:7]=[CH:6][C:5]([C:8](=[O:10])[CH3:9])=[CH:4][CH:3]=1.[CH2:11](Br)[CH2:12][CH2:13][CH2:14][CH3:15].CN(C)C=O.C(=O)([O-])[O-].[K+].[K+], predict the reaction product. The product is: [CH2:11]([O:1][C:2]1[CH:7]=[CH:6][C:5]([C:8](=[O:10])[CH3:9])=[CH:4][CH:3]=1)[CH2:12][CH2:13][CH2:14][CH3:15].